Dataset: Full USPTO retrosynthesis dataset with 1.9M reactions from patents (1976-2016). Task: Predict the reactants needed to synthesize the given product. (1) Given the product [C:4]([C:3]1[CH:6]=[C:7]([CH3:10])[CH:8]=[CH:9][C:2]=1[NH:1][S:11]([NH2:12])(=[O:14])=[O:13])#[N:5], predict the reactants needed to synthesize it. The reactants are: [NH2:1][C:2]1[CH:9]=[CH:8][C:7]([CH3:10])=[CH:6][C:3]=1[C:4]#[N:5].[S:11](Cl)(=[O:14])(=[O:13])[NH2:12]. (2) Given the product [Br:20][C:14]1[C:8]2[C:9](=[CH:10][N:11]=[C:6]([CH2:5][OH:4])[CH:7]=2)[O:12][CH:13]=1, predict the reactants needed to synthesize it. The reactants are: C([O:4][CH2:5][C:6]1[CH:7]=[C:8]2[CH:14]=[CH:13][O:12][C:9]2=[CH:10][N:11]=1)(=O)C.C([O-])(O)=O.[Na+].[Br:20]Br.C([O-])([O-])=O.[K+].[K+]. (3) Given the product [Cl:8][C:7]1[C:2]([NH:13][CH2:14][C:15]2[CH:16]=[CH:17][C:18]([C:19]([O:21][CH3:22])=[O:20])=[CH:23][CH:24]=2)=[N:3][CH:4]=[C:5]([N+:9]([O-:11])=[O:10])[CH:6]=1, predict the reactants needed to synthesize it. The reactants are: Cl[C:2]1[C:7]([Cl:8])=[CH:6][C:5]([N+:9]([O-:11])=[O:10])=[CH:4][N:3]=1.Cl.[NH2:13][CH2:14][C:15]1[CH:24]=[CH:23][C:18]([C:19]([O:21][CH3:22])=[O:20])=[CH:17][CH:16]=1.CCN(C(C)C)C(C)C.